This data is from NCI-60 drug combinations with 297,098 pairs across 59 cell lines. The task is: Regression. Given two drug SMILES strings and cell line genomic features, predict the synergy score measuring deviation from expected non-interaction effect. Drug 1: C1=NC2=C(N1)C(=S)N=CN2. Drug 2: CC1CCC2CC(C(=CC=CC=CC(CC(C(=O)C(C(C(=CC(C(=O)CC(OC(=O)C3CCCCN3C(=O)C(=O)C1(O2)O)C(C)CC4CCC(C(C4)OC)O)C)C)O)OC)C)C)C)OC. Cell line: HOP-62. Synergy scores: CSS=14.8, Synergy_ZIP=-2.63, Synergy_Bliss=7.24, Synergy_Loewe=-12.1, Synergy_HSA=-2.44.